Dataset: Forward reaction prediction with 1.9M reactions from USPTO patents (1976-2016). Task: Predict the product of the given reaction. (1) Given the reactants [CH2:1]([O:3][C:4](=[O:15])[C:5](=O)[C:6]([CH:11]([CH3:13])[CH3:12])=[CH:7][N:8](C)C)C.Cl.[Cl:17][C:18]1[CH:23]=[CH:22][CH:21]=[C:20]([Cl:24])[C:19]=1[NH:25]N.Cl, predict the reaction product. The product is: [CH3:1][O:3][C:4]([C:5]1[N:25]([C:19]2[C:18]([Cl:17])=[CH:23][CH:22]=[CH:21][C:20]=2[Cl:24])[N:8]=[CH:7][C:6]=1[CH:11]([CH3:13])[CH3:12])=[O:15]. (2) Given the reactants [Br:1][C:2]1[C:3]([CH3:9])=[C:4]([CH:6]=[CH:7][CH:8]=1)[NH2:5].[C:10]([O-:13])(=O)[CH3:11].[K+].C(OC(=O)C)(=O)C.[N:22](OCCC(C)C)=O, predict the reaction product. The product is: [C:10]([N:5]1[C:4]2[C:3](=[C:2]([Br:1])[CH:8]=[CH:7][CH:6]=2)[CH:9]=[N:22]1)(=[O:13])[CH3:11]. (3) Given the reactants C([O:4][C:5]([C:7]1[C:12]([C:13]([N:15]2[CH2:20][C:19](=[O:21])[N:18]([CH2:22][C:23]3[CH:28]=[CH:27][C:26]([F:29])=[CH:25][CH:24]=3)[C:17](=[O:30])[CH2:16]2)=[O:14])=[CH:11][CH:10]=[CH:9][N:8]=1)=O)(C)C.C[O-].[Na+], predict the reaction product. The product is: [F:29][C:26]1[CH:27]=[CH:28][C:23]([CH2:22][N:18]2[C:17](=[O:30])[C:16]3[N:15]([C:13](=[O:14])[C:12]4[CH:11]=[CH:10][CH:9]=[N:8][C:7]=4[C:5]=3[OH:4])[CH2:20][C:19]2=[O:21])=[CH:24][CH:25]=1. (4) Given the reactants [CH3:1][N:2]([C:6]1[CH:11]=[CH:10][C:9]([NH:12][CH2:13][CH:14]2[CH2:19][CH2:18][O:17][CH2:16][CH2:15]2)=[C:8]([N+:20]([O-])=O)[CH:7]=1)[C:3](=[O:5])[CH3:4], predict the reaction product. The product is: [NH2:20][C:8]1[CH:7]=[C:6]([N:2]([CH3:1])[C:3](=[O:5])[CH3:4])[CH:11]=[CH:10][C:9]=1[NH:12][CH2:13][CH:14]1[CH2:15][CH2:16][O:17][CH2:18][CH2:19]1. (5) The product is: [CH2:1]([O:16][C:15](=[O:17])[C:14]1[CH:18]=[CH:19][C:11]([CH:9]=[O:10])=[C:12]([O:20][CH2:1][C:2]2[CH:7]=[CH:6][CH:5]=[CH:4][CH:3]=2)[CH:13]=1)[C:2]1[CH:7]=[CH:6][CH:5]=[CH:4][CH:3]=1. Given the reactants [CH2:1](Br)[C:2]1[CH:7]=[CH:6][CH:5]=[CH:4][CH:3]=1.[CH:9]([C:11]1[CH:19]=[CH:18][C:14]([C:15]([OH:17])=[O:16])=[CH:13][C:12]=1[OH:20])=[O:10].C(=O)([O-])[O-].[K+].[K+], predict the reaction product.